Dataset: Full USPTO retrosynthesis dataset with 1.9M reactions from patents (1976-2016). Task: Predict the reactants needed to synthesize the given product. (1) The reactants are: [Br:1][C:2]1[CH:3]=[N:4][C:5](Cl)=[N:6][CH:7]=1.Cl.[F:10][C:11]1([F:15])[CH2:14][NH:13][CH2:12]1. Given the product [Br:1][C:2]1[CH:3]=[N:4][C:5]([N:13]2[CH2:14][C:11]([F:15])([F:10])[CH2:12]2)=[N:6][CH:7]=1, predict the reactants needed to synthesize it. (2) Given the product [CH3:15][C:11]1[CH:12]=[C:13]([CH3:14])[N:9]([C:4]2[CH:5]=[CH:6][CH:7]=[CH:8][C:3]=2[OH:2])[N:10]=1, predict the reactants needed to synthesize it. The reactants are: C[O:2][C:3]1[CH:8]=[CH:7][CH:6]=[CH:5][C:4]=1[N:9]1[C:13]([CH3:14])=[CH:12][C:11]([CH3:15])=[N:10]1.B(Br)(Br)Br.O.[OH-].[Na+]. (3) Given the product [F:1][C:2]1[CH:11]=[C:10]([C:12]2[N:17]=[C:16]3[N:18]([CH2:21][C:22]4[CH:23]=[C:24]5[C:29](=[CH:30][CH:31]=4)[N:28]=[CH:27][CH:26]=[CH:25]5)[N:19]=[N:20][C:15]3=[CH:14][CH:13]=2)[CH:9]=[CH:8][CH:3]=1, predict the reactants needed to synthesize it. The reactants are: [F:1][C:2]1[CH:11]=[C:10]([C:12]2[N:17]=[C:16]3[N:18]([CH2:21][C:22]4[CH:23]=[C:24]5[C:29](=[CH:30][CH:31]=4)[N:28]=[CH:27][CH:26]=[CH:25]5)[N:19]=[N:20][C:15]3=[CH:14][CH:13]=2)[CH:9]=[CH:8][C:3]=1C(NC)=O.FC1C=C(B(O)O)C=CC=1.C(=O)([O-])[O-].[K+].[K+].O1CCOCC1. (4) Given the product [NH2:13][C:9]1[CH:8]=[C:7]2[C:12](=[CH:11][CH:10]=1)[N:3]([CH2:1][CH3:2])[C:4](=[O:22])[N:5]([CH2:17][CH:18]1[CH2:19][O:20][CH2:21]1)[C:6]2=[O:16], predict the reactants needed to synthesize it. The reactants are: [CH2:1]([N:3]1[C:12]2[C:7](=[CH:8][C:9]([N+:13]([O-])=O)=[CH:10][CH:11]=2)[C:6](=[O:16])[N:5]([CH2:17][CH:18]2[CH2:21][O:20][CH2:19]2)[C:4]1=[O:22])[CH3:2].[H][H]. (5) Given the product [CH3:21][NH:22][C:2]1[C:7]([CH:8]=[O:9])=[CH:6][N:5]=[C:4]2[NH:10][CH:11]=[N:12][C:3]=12, predict the reactants needed to synthesize it. The reactants are: Cl[C:2]1[C:7]([CH:8]=[O:9])=[CH:6][N:5]=[C:4]2[N:10](COCC[Si](C)(C)C)[CH:11]=[N:12][C:3]=12.[CH3:21][NH2:22]. (6) Given the product [S:11]1[C:15]2[CH:16]=[CH:17][CH:18]=[CH:19][C:14]=2[N:13]=[C:12]1[O:20][CH2:21][C:22]([N:1]1[C:10]2[C:5](=[CH:6][CH:7]=[CH:8][CH:9]=2)[CH2:4][CH2:3][CH2:2]1)=[O:23], predict the reactants needed to synthesize it. The reactants are: [NH:1]1[C:10]2[C:5](=[CH:6][CH:7]=[CH:8][CH:9]=2)[CH2:4][CH2:3][CH2:2]1.[S:11]1[C:15]2[CH:16]=[CH:17][CH:18]=[CH:19][C:14]=2[N:13]=[C:12]1[O:20][CH2:21][C:22](O)=[O:23]. (7) Given the product [CH2:9]([O:8][C:5]1[CH:6]=[CH:7][C:2]([C:42]#[C:41][Si:43]([CH3:46])([CH3:45])[CH3:44])=[CH:3][CH:4]=1)[CH2:10][CH2:11][CH2:12][CH2:13][CH3:14], predict the reactants needed to synthesize it. The reactants are: Br[C:2]1[CH:7]=[CH:6][C:5]([O:8][CH2:9][CH2:10][CH2:11][CH2:12][CH2:13][CH3:14])=[CH:4][CH:3]=1.C(N(CC)CC)C.C1(P(C2C=CC=CC=2)C2C=CC=CC=2)C=CC=CC=1.[C:41]([Si:43]([CH3:46])([CH3:45])[CH3:44])#[CH:42]. (8) Given the product [CH:17]([Si:4]([CH:1]([CH3:3])[CH3:2])([CH:20]([CH3:22])[CH3:21])[O:5][CH2:6][CH2:7][C:8]1[CH:9]=[C:10]([CH2:14][CH:15]=[O:16])[CH:11]=[CH:12][CH:13]=1)([CH3:18])[CH3:19], predict the reactants needed to synthesize it. The reactants are: [CH:1]([Si:4]([CH:20]([CH3:22])[CH3:21])([CH:17]([CH3:19])[CH3:18])[O:5][CH2:6][CH2:7][C:8]1[CH:9]=[C:10]([CH2:14][CH2:15][OH:16])[CH:11]=[CH:12][CH:13]=1)([CH3:3])[CH3:2].CC(OI1(OC(C)=O)(OC(C)=O)OC(=O)C2C=CC=CC1=2)=O. (9) Given the product [C:2]([P:1]([C:6]([CH3:9])([CH3:8])[CH3:7])[C:11]1[CH:19]=[CH:18][CH:17]=[CH:16][C:12]=1[N:13]([CH3:15])[CH3:14])([CH3:5])([CH3:4])[CH3:3], predict the reactants needed to synthesize it. The reactants are: [PH:1]([C:6]([CH3:9])([CH3:8])[CH3:7])[C:2]([CH3:5])([CH3:4])[CH3:3].Br[C:11]1[CH:19]=[CH:18][CH:17]=[CH:16][C:12]=1[N:13]([CH3:15])[CH3:14]. (10) The reactants are: SC1C=C2C(=CC=1)NC(=O)C2.[CH3:12][C:13]1[CH:21]=[CH:20][CH:19]=[C:18]2[C:14]=1[CH2:15][C:16](=[O:22])[NH:17]2.[Cl:23][S:24](O)(=[O:26])=[O:25]. Given the product [Cl:23][S:24]([C:21]1[C:13]([CH3:12])=[C:14]2[C:18](=[CH:19][CH:20]=1)[NH:17][C:16](=[O:22])[CH2:15]2)(=[O:26])=[O:25], predict the reactants needed to synthesize it.